Dataset: Forward reaction prediction with 1.9M reactions from USPTO patents (1976-2016). Task: Predict the product of the given reaction. (1) Given the reactants [Cl:1][C:2]1[S:6][C:5]([S:7]([NH2:10])(=[O:9])=[O:8])=[CH:4][CH:3]=1.[C:11](ON1C(=O)CCC1=O)(ON1C(=O)CCC1=O)=[O:12].N12CCCN=C1CCCCC2.[Cl:40][C:41]1[C:42]([N:52]2[CH2:57][CH2:56][NH:55][CH2:54][CH2:53]2)=[N:43][CH:44]=[C:45]([CH:51]=1)[C:46]([O:48][CH2:49][CH3:50])=[O:47], predict the reaction product. The product is: [Cl:40][C:41]1[C:42]([N:52]2[CH2:57][CH2:56][N:55]([C:11]([NH:10][S:7]([C:5]3[S:6][C:2]([Cl:1])=[CH:3][CH:4]=3)(=[O:9])=[O:8])=[O:12])[CH2:54][CH2:53]2)=[N:43][CH:44]=[C:45]([CH:51]=1)[C:46]([O:48][CH2:49][CH3:50])=[O:47]. (2) Given the reactants C([Si](C)(C)[O:6][CH2:7][CH2:8][N:9]([C:38]#[N:39])[C:10]1[CH:15]=[CH:14][C:13]([NH:16][C:17]([C:19]2[CH:24]=[CH:23][C:22]([C:25]([F:28])([F:27])[F:26])=[CH:21][C:20]=2[NH:29][C:30]([C:32]2[S:33][C:34]([Cl:37])=[CH:35][CH:36]=2)=[O:31])=[O:18])=[CH:12][CH:11]=1)(C)(C)C.[CH3:42][S:43]([OH:46])(=[O:45])=[O:44], predict the reaction product. The product is: [CH3:42][S:43]([OH:46])(=[O:45])=[O:44].[Cl:37][C:34]1[S:33][C:32]([C:30]([NH:29][C:20]2[CH:21]=[C:22]([C:25]([F:27])([F:28])[F:26])[CH:23]=[CH:24][C:19]=2[C:17]([NH:16][C:13]2[CH:14]=[CH:15][C:10]([N:9]3[CH2:8][CH2:7][O:6][C:38]3=[NH:39])=[CH:11][CH:12]=2)=[O:18])=[O:31])=[CH:36][CH:35]=1. (3) Given the reactants [C:1]([O-:10])(=O)[CH2:2][C@:3]([CH2:6]CO)([CH3:5])O.[OH:11][P:12]([O:15][P:16](O)([OH:18])=[O:17])(=[O:14])[OH:13].C1(C2C(C3C=CC=CC=3)=CC=CC=2)C=CC=CC=1.[NH4+].O(CC=C(C)C)P(OP([O-])([O-])=O)(=O)[O-].[NH4+].[NH4+].[NH4+].O(CC=C(CCC=C(CCC=C(C)C)C)C)P(OP([O-])([O-])=O)(=O)[O-].[NH4+].[NH4+].C(O)C(N)(CO)CO.Cl.C1N=C(N)C2N=CN([C@@H]3O[C@H](COP(OP(OC[C@H]4O[C@@H](N5C=C(C(N)=O)CC=C5)[C@H](O)[C@@H]4O)(O)=O)(O)=O)[C@@H](O)[C@H]3O)C=2N=1.[Mg+2].[Cl-].[Cl-].C(S)[C@@H](O)[C@H](O)CS.[Na+].[Cl-].C([O-])(=O)C[C@](CCO)(C)O.[K+].P(OC[C@H]1O[C@@H](N2C3N=CN=C(N)C=3N=C2)[C@H](O)[C@@H]1O)(OP(OP(O)(O)=O)(O)=O)(=O)O, predict the reaction product. The product is: [CH3:5][C:3]([CH3:6])=[CH:2][CH2:1][O:10][P:16]([O:15][P:12]([OH:14])([OH:13])=[O:11])([OH:18])=[O:17].